From a dataset of NCI-60 drug combinations with 297,098 pairs across 59 cell lines. Regression. Given two drug SMILES strings and cell line genomic features, predict the synergy score measuring deviation from expected non-interaction effect. (1) Drug 1: CC1=C2C(C(=O)C3(C(CC4C(C3C(C(C2(C)C)(CC1OC(=O)C(C(C5=CC=CC=C5)NC(=O)OC(C)(C)C)O)O)OC(=O)C6=CC=CC=C6)(CO4)OC(=O)C)O)C)O. Drug 2: C(CN)CNCCSP(=O)(O)O. Cell line: SK-MEL-5. Synergy scores: CSS=8.16, Synergy_ZIP=-4.36, Synergy_Bliss=-4.02, Synergy_Loewe=8.82, Synergy_HSA=-5.30. (2) Drug 1: C1CN(CCN1C(=O)CCBr)C(=O)CCBr. Drug 2: CC1C(C(CC(O1)OC2CC(CC3=C2C(=C4C(=C3O)C(=O)C5=CC=CC=C5C4=O)O)(C(=O)C)O)N)O. Cell line: SF-539. Synergy scores: CSS=33.4, Synergy_ZIP=-6.26, Synergy_Bliss=-8.75, Synergy_Loewe=-18.9, Synergy_HSA=-6.72.